This data is from Forward reaction prediction with 1.9M reactions from USPTO patents (1976-2016). The task is: Predict the product of the given reaction. Given the reactants [OH:1][C:2]1[CH:3]=[C:4]([C:8]2[N:17]3[C:11]([CH2:12][C:13](=[O:35])[N:14]([CH2:22][C:23]([N:25]([CH:32]([CH3:34])[CH3:33])[C:26]4[CH:31]=[CH:30][CH:29]=[CH:28][CH:27]=4)=[O:24])[C:15]4[CH:21]=[CH:20][CH:19]=[CH:18][C:16]=43)=[N:10][N:9]=2)[CH:5]=[CH:6][CH:7]=1.[NH:36]1[C:44]2[C:39](=[CH:40][CH:41]=[CH:42][CH:43]=2)[C:38]([CH:45]=O)=[CH:37]1, predict the reaction product. The product is: [OH:1][C:2]1[CH:3]=[C:4]([C:8]2[N:17]3[C:11]([C:12](=[CH:45][C:38]4[C:39]5[C:44](=[CH:43][CH:42]=[CH:41][CH:40]=5)[NH:36][CH:37]=4)[C:13](=[O:35])[N:14]([CH2:22][C:23]([N:25]([CH:32]([CH3:33])[CH3:34])[C:26]4[CH:31]=[CH:30][CH:29]=[CH:28][CH:27]=4)=[O:24])[C:15]4[CH:21]=[CH:20][CH:19]=[CH:18][C:16]=43)=[N:10][N:9]=2)[CH:5]=[CH:6][CH:7]=1.